From a dataset of NCI-60 drug combinations with 297,098 pairs across 59 cell lines. Regression. Given two drug SMILES strings and cell line genomic features, predict the synergy score measuring deviation from expected non-interaction effect. Cell line: DU-145. Drug 2: C1CCC(C(C1)N)N.C(=O)(C(=O)[O-])[O-].[Pt+4]. Synergy scores: CSS=5.80, Synergy_ZIP=-2.06, Synergy_Bliss=4.79, Synergy_Loewe=4.04, Synergy_HSA=3.86. Drug 1: CS(=O)(=O)C1=CC(=C(C=C1)C(=O)NC2=CC(=C(C=C2)Cl)C3=CC=CC=N3)Cl.